Dataset: Forward reaction prediction with 1.9M reactions from USPTO patents (1976-2016). Task: Predict the product of the given reaction. (1) Given the reactants Cl[CH:2]([SiH3:4])Cl.[CH2:5]([NH:7][CH2:8][CH3:9])[CH3:6], predict the reaction product. The product is: [CH2:5]([N:7]([CH:2]([SiH3:4])[N:7]([CH2:8][CH3:9])[CH2:5][CH3:6])[CH2:8][CH3:9])[CH3:6]. (2) Given the reactants [CH3:1][C:2]([CH:4]1[S:11][CH:5]1[CH2:6][CH2:7][CH2:8][CH2:9][CH3:10])=[CH2:3], predict the reaction product. The product is: [CH3:3][C:2]1[CH2:4][S:11][CH:5]([CH2:6][CH2:7][CH2:8][CH2:9][CH3:10])[CH:1]=1.